From a dataset of Peptide-MHC class II binding affinity with 134,281 pairs from IEDB. Regression. Given a peptide amino acid sequence and an MHC pseudo amino acid sequence, predict their binding affinity value. This is MHC class II binding data. (1) The binding affinity (normalized) is 0.742. The MHC is DRB1_0101 with pseudo-sequence DRB1_0101. The peptide sequence is PKGIMMNVAKYTQLC. (2) The peptide sequence is TILQRLGVLFGSRIA. The MHC is DRB1_0401 with pseudo-sequence DRB1_0401. The binding affinity (normalized) is 0.484. (3) The peptide sequence is NLARTISEAGQAMAS. The MHC is HLA-DQA10102-DQB10602 with pseudo-sequence HLA-DQA10102-DQB10602. The binding affinity (normalized) is 0.213. (4) The peptide sequence is FLLYVVVVDLPTHIA. The MHC is HLA-DPA10201-DPB10501 with pseudo-sequence HLA-DPA10201-DPB10501. The binding affinity (normalized) is 0. (5) The peptide sequence is TFYGSNPRGAAPDDH. The MHC is HLA-DQA10501-DQB10301 with pseudo-sequence HLA-DQA10501-DQB10301. The binding affinity (normalized) is 0.794. (6) The peptide sequence is PNITATYGDKWLDAK. The MHC is DRB3_0101 with pseudo-sequence DRB3_0101. The binding affinity (normalized) is 0.154. (7) The peptide sequence is TCAKSMSLFEVDQTKKK. The MHC is DRB1_1301 with pseudo-sequence DRB1_1301. The binding affinity (normalized) is 0.364. (8) The peptide sequence is FTSTALDLSSNKSVV. The MHC is DRB1_0101 with pseudo-sequence DRB1_0101. The binding affinity (normalized) is 0.746.